From a dataset of Forward reaction prediction with 1.9M reactions from USPTO patents (1976-2016). Predict the product of the given reaction. Given the reactants [C:1]([O:5][C:6]([C@@:8]1([CH2:31][CH:32]=C)[C@H:12]([CH2:13][O:14][CH2:15][C:16]2[CH:21]=[CH:20][CH:19]=[CH:18][CH:17]=2)[C:11](=[O:22])[N:10]([C@@H:23]([C:25]2[CH:30]=[CH:29][CH:28]=[CH:27][CH:26]=2)[CH3:24])[CH2:9]1)=[O:7])([CH3:4])([CH3:3])[CH3:2].[O:34]=O.[BH4-].[Na+].[Cl-].[NH4+], predict the reaction product. The product is: [C:1]([O:5][C:6]([C@@:8]1([CH2:31][CH2:32][OH:34])[C@H:12]([CH2:13][O:14][CH2:15][C:16]2[CH:21]=[CH:20][CH:19]=[CH:18][CH:17]=2)[C:11](=[O:22])[N:10]([C@@H:23]([C:25]2[CH:26]=[CH:27][CH:28]=[CH:29][CH:30]=2)[CH3:24])[CH2:9]1)=[O:7])([CH3:3])([CH3:4])[CH3:2].